Dataset: Peptide-MHC class I binding affinity with 185,985 pairs from IEDB/IMGT. Task: Regression. Given a peptide amino acid sequence and an MHC pseudo amino acid sequence, predict their binding affinity value. This is MHC class I binding data. (1) The binding affinity (normalized) is 0. The peptide sequence is HDWHLDPPF. The MHC is HLA-B40:01 with pseudo-sequence HLA-B40:01. (2) The peptide sequence is INWNFIRI. The MHC is H-2-Kb with pseudo-sequence H-2-Kb. The binding affinity (normalized) is 0.636. (3) The peptide sequence is NQAAVLMGL. The MHC is HLA-A02:06 with pseudo-sequence HLA-A02:06. The binding affinity (normalized) is 0.820. (4) The peptide sequence is LASCMGLIY. The MHC is HLA-B35:01 with pseudo-sequence HLA-B35:01. The binding affinity (normalized) is 0.682. (5) The peptide sequence is ELADTSLSGY. The MHC is Patr-B0101 with pseudo-sequence Patr-B0101. The binding affinity (normalized) is 0.0327. (6) The peptide sequence is KAALDLSHFL. The MHC is HLA-A24:02 with pseudo-sequence HLA-A24:02. The binding affinity (normalized) is 0. (7) The peptide sequence is KSLYNTVAVLY. The MHC is HLA-B08:01 with pseudo-sequence HLA-B08:01. The binding affinity (normalized) is 0.0847. (8) The peptide sequence is MAILGETAW. The MHC is HLA-B57:01 with pseudo-sequence HLA-B57:01. The binding affinity (normalized) is 0.708.